From a dataset of Catalyst prediction with 721,799 reactions and 888 catalyst types from USPTO. Predict which catalyst facilitates the given reaction. Product: [Cl:8][C:5]1[CH:6]=[CH:7][C:2]2[NH:1][C:18](=[O:19])[O:14][C:9]([CH3:15])([C:10]([F:13])([F:11])[F:12])[C:3]=2[CH:4]=1. Reactant: [NH2:1][C:2]1[CH:7]=[CH:6][C:5]([Cl:8])=[CH:4][C:3]=1[C:9](=[O:14])[C:10]([F:13])([F:12])[F:11].[CH3:15][Mg]Br.[C:18](N1C=CN=C1)(N1C=CN=C1)=[O:19]. The catalyst class is: 5.